The task is: Predict which catalyst facilitates the given reaction.. This data is from Catalyst prediction with 721,799 reactions and 888 catalyst types from USPTO. (1) Reactant: C(OC([NH:8][CH2:9][CH2:10][CH2:11][CH2:12][CH2:13][O:14][C:15]1[C:38]([O:39][CH3:40])=[CH:37][C:18]2[C:19]3[N:24]([CH:25]([C:27]([CH3:30])([CH3:29])[CH3:28])[CH2:26][C:17]=2[CH:16]=1)[CH:23]=[C:22]([C:31]([O:33][CH2:34][CH3:35])=[O:32])[C:21](=[O:36])[CH:20]=3)=O)(C)(C)C.Cl.C([O-])(O)=O.[Na+]. Product: [NH2:8][CH2:9][CH2:10][CH2:11][CH2:12][CH2:13][O:14][C:15]1[C:38]([O:39][CH3:40])=[CH:37][C:18]2[C:19]3[N:24]([CH:25]([C:27]([CH3:30])([CH3:28])[CH3:29])[CH2:26][C:17]=2[CH:16]=1)[CH:23]=[C:22]([C:31]([O:33][CH2:34][CH3:35])=[O:32])[C:21](=[O:36])[CH:20]=3. The catalyst class is: 14. (2) Reactant: [C:1]([N:4]1[C:13]2[C:8](=[CH:9][CH:10]=[C:11]([C:14]3[S:15][C:16](Cl)=[C:17]([C:19]([O:21][CH2:22][CH3:23])=[O:20])[N:18]=3)[CH:12]=2)[CH2:7][CH2:6][CH2:5]1)(=[O:3])[CH3:2].[C:25]1([OH:31])[CH:30]=[CH:29][CH:28]=[CH:27][CH:26]=1.[OH-].[K+].CN(C=O)C. Product: [C:1]([N:4]1[C:13]2[C:8](=[CH:9][CH:10]=[C:11]([C:14]3[S:15][C:16]([O:31][C:25]4[CH:30]=[CH:29][CH:28]=[CH:27][CH:26]=4)=[C:17]([C:19]([O:21][CH2:22][CH3:23])=[O:20])[N:18]=3)[CH:12]=2)[CH2:7][CH2:6][CH2:5]1)(=[O:3])[CH3:2]. The catalyst class is: 161. (3) Reactant: [CH3:1][O:2][C:3]1[CH:4]=[C:5]([CH:10]=[C:11]([N+:15]([O-:17])=[O:16])[C:12]=1[O:13][CH3:14])[C:6]([NH:8][CH3:9])=O.P(Cl)(Cl)(Cl)(Cl)[Cl:19]. Product: [CH3:1][O:2][C:3]1[CH:4]=[C:5]([CH:10]=[C:11]([N+:15]([O-:17])=[O:16])[C:12]=1[O:13][CH3:14])[C:6]([Cl:19])=[N:8][CH3:9]. The catalyst class is: 11. (4) Reactant: [Cl:1][C:2]1[CH:7]=[CH:6][C:5]([CH:8]([N:12]2[CH2:17][CH2:16][CH2:15][CH2:14][CH2:13]2)[C:9]([OH:11])=[O:10])=[CH:4][CH:3]=1.C1CCC(N=C=NC2CCCCC2)CC1.C1C=CC2N(O)N=NC=2C=1.[N:43]12[CH2:50][CH2:49][CH:46]([CH2:47][CH2:48]1)[C@@H:45](O)[CH2:44]2. Product: [Cl:1][C:2]1[CH:3]=[CH:4][C:5]([CH:8]([N:12]2[CH2:17][CH2:16][CH2:15][CH2:14][CH2:13]2)[C:9]([O:11][C@@H:45]2[CH:46]3[CH2:49][CH2:50][N:43]([CH2:48][CH2:47]3)[CH2:44]2)=[O:10])=[CH:6][CH:7]=1. The catalyst class is: 1. (5) Reactant: Cl[C:2]1[CH:7]=[C:6]([C:8]2[NH:19][C:11]3=[N:12][CH:13]=[C:14]([N+:16]([O-:18])=[O:17])[CH:15]=[C:10]3[N:9]=2)[CH:5]=[CH:4][N:3]=1.[CH3:20][O:21][CH2:22][CH2:23][CH2:24][NH2:25]. Product: [CH3:20][O:21][CH2:22][CH2:23][CH2:24][NH:25][C:2]1[CH:7]=[C:6]([C:8]2[NH:19][C:11]3=[N:12][CH:13]=[C:14]([N+:16]([O-:18])=[O:17])[CH:15]=[C:10]3[N:9]=2)[CH:5]=[CH:4][N:3]=1. The catalyst class is: 60. (6) Product: [NH:21]([C:38]([O:40][C:41]([CH3:44])([CH3:43])[CH3:42])=[O:39])[C@H:22]([C:35]([O:20][C:17]([CH3:19])([CH3:18])[CH3:16])=[O:36])[CH2:23][NH:24][C:25]([O:27][CH2:28][C:29]1[CH:30]=[CH:31][CH:32]=[CH:33][CH:34]=1)=[O:26]. The catalyst class is: 79. Reactant: C1CCC(N=C=NC2CCCCC2)CC1.[CH3:16][C:17]([OH:20])([CH3:19])[CH3:18].[NH:21]([C:38]([O:40][C:41]([CH3:44])([CH3:43])[CH3:42])=[O:39])[C@H:22]([C:35](O)=[O:36])[CH2:23][NH:24][C:25]([O:27][CH2:28][C:29]1[CH:34]=[CH:33][CH:32]=[CH:31][CH:30]=1)=[O:26].